From a dataset of Reaction yield outcomes from USPTO patents with 853,638 reactions. Predict the reaction yield, written as a fraction of the theoretical maximum amount of product (1.0 means a 100% yield; for example, 0.34 means a 34% yield). The reactants are Cl[C:2]1[C:11]2[C:6](=[N:7][CH:8]=[CH:9][CH:10]=2)[N:5]=[C:4]([CH3:12])[C:3]=1[C:13]([O:15][CH2:16][CH3:17])=[O:14].[NH:18]1[CH2:23][CH2:22][CH2:21][CH2:20][CH2:19]1. No catalyst specified. The product is [CH3:12][C:4]1[C:3]([C:13]([O:15][CH2:16][CH3:17])=[O:14])=[C:2]([N:18]2[CH2:23][CH2:22][CH2:21][CH2:20][CH2:19]2)[C:11]2[C:6](=[N:7][CH:8]=[CH:9][CH:10]=2)[N:5]=1. The yield is 0.630.